This data is from Reaction yield outcomes from USPTO patents with 853,638 reactions. The task is: Predict the reaction yield, written as a fraction of the theoretical maximum amount of product (1.0 means a 100% yield; for example, 0.34 means a 34% yield). (1) The reactants are [CH2:1]([N:8]1[CH:12]=[C:11](I)[C:10]([CH:14]([CH3:16])[CH3:15])=[N:9]1)[C:2]1[CH:7]=[CH:6][CH:5]=[CH:4][CH:3]=1.C1(P(C2C=CC=CC=2)C2C=CC=CC=2)C=CC=CC=1.[C:36]([O:40][CH3:41])(=[O:39])[CH:37]=[CH2:38].C([O-])(=O)C.[Na+]. The catalyst is [Cl-].C([N+](CC)(CC)CC)C1C=CC=CC=1.C([O-])(=O)C.[Pd+2].C([O-])(=O)C.CN1CCCC1=O. The product is [CH2:1]([N:8]1[CH:12]=[C:11](/[CH:38]=[CH:37]/[C:36]([O:40][CH3:41])=[O:39])[C:10]([CH:14]([CH3:16])[CH3:15])=[N:9]1)[C:2]1[CH:7]=[CH:6][CH:5]=[CH:4][CH:3]=1. The yield is 0.810. (2) The reactants are Br.[CH3:2][N:3]([CH3:25])[CH2:4][CH2:5][CH2:6][C:7]1([C:18]2[CH:23]=[CH:22][C:21]([F:24])=[CH:20][CH:19]=2)[C:11]2[CH:12]=[CH:13][C:14]([C:16]#[N:17])=[CH:15][C:10]=2[CH2:9][O:8]1.[NH:26]1[CH2:30][CH2:29][CH2:28][CH2:27]1. No catalyst specified. The product is [CH3:25][N:3]([CH3:2])[CH2:4][CH2:5][CH2:6][C:7]1([C:18]2[CH:19]=[CH:20][C:21]([F:24])=[CH:22][CH:23]=2)[C:11]2[CH:12]=[CH:13][C:14]([C:16]([N:26]3[CH2:30][CH2:29][CH2:28][CH2:27]3)=[NH:17])=[CH:15][C:10]=2[CH2:9][O:8]1. The yield is 0.400. (3) The reactants are C(O)C.[Na].[CH2:5]([N:12]([CH2:19][C:20]([O:22][CH2:23][CH3:24])=[O:21])[CH2:13][C:14]([O:16][CH2:17][CH3:18])=[O:15])[C:6]1[CH:11]=[CH:10][CH:9]=[CH:8][CH:7]=1.[C:25](OCC)(=[O:31])[C:26](OCC)=[O:27]. The catalyst is C(O)(=O)C. The product is [CH2:5]([N:12]1[C:13]([C:14]([O:16][CH2:17][CH3:18])=[O:15])=[C:26]([OH:27])[C:25]([OH:31])=[C:19]1[C:20]([O:22][CH2:23][CH3:24])=[O:21])[C:6]1[CH:7]=[CH:8][CH:9]=[CH:10][CH:11]=1. The yield is 0.579. (4) The reactants are Br[C:2]1[CH:7]=[CH:6][C:5]([N:8]2[CH2:12][CH2:11][C:10]3([CH2:17][CH2:16][CH2:15][CH2:14][CH2:13]3)[C:9]2=[O:18])=[C:4]([F:19])[CH:3]=1.[CH3:20][C@H:21]1[CH2:25][CH2:24][CH2:23][N:22]1[C@H:26]1[CH2:30][CH2:29][NH:28][CH2:27]1.CC(C)([O-])C.[Na+]. The catalyst is C1C=CC(/C=C/C(/C=C/C2C=CC=CC=2)=O)=CC=1.C1C=CC(/C=C/C(/C=C/C2C=CC=CC=2)=O)=CC=1.C1C=CC(/C=C/C(/C=C/C2C=CC=CC=2)=O)=CC=1.[Pd].[Pd].C1(C)C=CC=CC=1. The product is [F:19][C:4]1[CH:3]=[C:2]([N:28]2[CH2:29][CH2:30][C@H:26]([N:22]3[CH2:23][CH2:24][CH2:25][C@@H:21]3[CH3:20])[CH2:27]2)[CH:7]=[CH:6][C:5]=1[N:8]1[CH2:12][CH2:11][C:10]2([CH2:17][CH2:16][CH2:15][CH2:14][CH2:13]2)[C:9]1=[O:18]. The yield is 0.180. (5) The catalyst is [Cu]I.O1CCOCC1. The yield is 0.590. The reactants are [O-]P([O-])([O-])=O.[K+].[K+].[K+].Br[C:10]1[CH:18]=[CH:17][C:13]([N:14]([CH3:16])[CH3:15])=[CH:12][CH:11]=1.[C@@H:19]1([NH2:26])[CH2:24][CH2:23][CH2:22][CH2:21][C@H:20]1[NH2:25]. The product is [CH3:15][N:14]([CH3:16])[C:13]1[CH:17]=[CH:18][C:10]([NH:25][C@@H:20]2[CH2:21][CH2:22][CH2:23][CH2:24][C@H:19]2[NH2:26])=[CH:11][CH:12]=1. (6) The reactants are [Al+3].[Cl-].[Cl-].[Cl-].[C:5]1([CH2:11][CH2:12][CH2:13][CH2:14][CH2:15][CH2:16][CH2:17][CH3:18])[CH:10]=[CH:9][CH:8]=[CH:7][CH:6]=1.[Br:19][CH2:20][C:21](Br)=[O:22]. The catalyst is ClCCCl. The product is [Br:19][CH2:20][C:21]([C:8]1[CH:9]=[CH:10][C:5]([CH2:11][CH2:12][CH2:13][CH2:14][CH2:15][CH2:16][CH2:17][CH3:18])=[CH:6][CH:7]=1)=[O:22]. The yield is 0.570. (7) The reactants are C(O[C:4](=[O:19])[CH:5]([NH:11][C:12](=[O:18])[CH2:13][C:14]([CH3:17])([CH3:16])[CH3:15])[C:6]([O:8]CC)=O)C.Cl.[CH3:21][CH:22]1[CH2:27][CH2:26][CH2:25][NH:24][C:23]1=[NH:28].CC(C)([O-])C.[Na+]. The catalyst is CC(C)CCO.C(OCC)(=O)C. The product is [OH:8][C:6]1[N:28]=[C:23]2[CH:22]([CH3:21])[CH2:27][CH2:26][CH2:25][N:24]2[C:4](=[O:19])[C:5]=1[NH:11][C:12](=[O:18])[CH2:13][C:14]([CH3:15])([CH3:16])[CH3:17]. The yield is 0.290. (8) The reactants are [C:1]([N:4]1[CH2:9][CH2:8][C:7](=O)[CH2:6][CH2:5]1)(=[O:3])[CH3:2].O.C1(C)C=CC(S(O)(=O)=O)=CC=1.[NH2:23][C:24]1[CH:28]=[C:27]([C:29]2[CH:34]=[CH:33][N:32]=[CH:31][CH:30]=2)[S:26][C:25]=1[C:35]([NH2:37])=[O:36]. The catalyst is C(O)(=O)C. The product is [C:1]([N:4]1[CH2:9][CH2:8][C:7]2([NH:23][C:24]3[CH:28]=[C:27]([C:29]4[CH:34]=[CH:33][N:32]=[CH:31][CH:30]=4)[S:26][C:25]=3[C:35](=[O:36])[NH:37]2)[CH2:6][CH2:5]1)(=[O:3])[CH3:2]. The yield is 0.520. (9) The reactants are Cl.[Cl:2][C:3]1[CH:12]=[C:11]([O:13][CH3:14])[C:10]([NH:15][NH2:16])=[CH:9][C:4]=1[C:5]([O:7][CH3:8])=[O:6].CO[CH:19](OC)[CH2:20][CH:21](OC)OC. The catalyst is C(O)C. The product is [Cl:2][C:3]1[CH:12]=[C:11]([O:13][CH3:14])[C:10]([N:15]2[CH:21]=[CH:20][CH:19]=[N:16]2)=[CH:9][C:4]=1[C:5]([O:7][CH3:8])=[O:6]. The yield is 0.356. (10) The reactants are [N:1]1[CH:6]=[CH:5][CH:4]=[CH:3][C:2]=1[CH2:7][N:8]1[C:16]2[C:11](=[CH:12][C:13]([NH:17][C:18]3[C:27]4[C:22](=[CH:23][CH:24]=[CH:25][C:26]=4[O:28][C@H:29]([CH3:34])[C:30]([O:32]C)=[O:31])[N:21]=[CH:20][N:19]=3)=[CH:14][CH:15]=2)[CH:10]=[N:9]1.[OH-].[Na+]. The catalyst is CO. The product is [N:1]1[CH:6]=[CH:5][CH:4]=[CH:3][C:2]=1[CH2:7][N:8]1[C:16]2[C:11](=[CH:12][C:13]([NH:17][C:18]3[C:27]4[C:22](=[CH:23][CH:24]=[CH:25][C:26]=4[O:28][C@H:29]([CH3:34])[C:30]([OH:32])=[O:31])[N:21]=[CH:20][N:19]=3)=[CH:14][CH:15]=2)[CH:10]=[N:9]1. The yield is 0.860.